Dataset: Forward reaction prediction with 1.9M reactions from USPTO patents (1976-2016). Task: Predict the product of the given reaction. Given the reactants [Cl:1][C:2]1[CH:7]=[CH:6][C:5]([S:8][C:9]2[C:14]([F:15])=[CH:13][CH:12]=[CH:11][C:10]=2[CH2:16][CH2:17][C:18]([OH:20])=O)=[CH:4][CH:3]=1.[NH2:21][CH2:22][CH2:23][CH2:24][CH2:25][OH:26], predict the reaction product. The product is: [Cl:1][C:2]1[CH:3]=[CH:4][C:5]([S:8][C:9]2[C:14]([F:15])=[CH:13][CH:12]=[CH:11][C:10]=2[CH2:16][CH2:17][C:18]([NH:21][CH2:22][CH2:23][CH2:24][CH2:25][OH:26])=[O:20])=[CH:6][CH:7]=1.